Dataset: Reaction yield outcomes from USPTO patents with 853,638 reactions. Task: Predict the reaction yield, written as a fraction of the theoretical maximum amount of product (1.0 means a 100% yield; for example, 0.34 means a 34% yield). The reactants are CC1(C)CCCC(C)(C)N1.C([Li])CCC.[Cl:16][C:17]1[CH:22]=[N:21][CH:20]=[C:19]([O:23][CH3:24])[N:18]=1.CN(C)[CH:27]=[O:28]. The catalyst is O1CCCC1.O.C(O)(=O)C.C1(C)C=CC=CC=1. The product is [Cl:16][C:17]1[N:18]=[C:19]([O:23][CH3:24])[C:20]([CH:27]=[O:28])=[N:21][CH:22]=1. The yield is 0.770.